This data is from Full USPTO retrosynthesis dataset with 1.9M reactions from patents (1976-2016). The task is: Predict the reactants needed to synthesize the given product. Given the product [CH3:1][C:2]1[CH:6]=[CH:5][C:4](=[C:8]([CH3:10])[CH3:7])[CH:3]=1, predict the reactants needed to synthesize it. The reactants are: [CH3:1][C:2]1[CH2:6][CH:5]=[CH:4][CH:3]=1.[CH3:7][C:8]([CH3:10])=O.N1CCCC1.C(O)(=O)C.